Dataset: Forward reaction prediction with 1.9M reactions from USPTO patents (1976-2016). Task: Predict the product of the given reaction. Given the reactants Cl.[N:2]1[C:7]2[NH:8][CH:9]=[CH:10][C:6]=2[C:5]([N:11]2[CH2:15][CH2:14][C@@H:13]([NH2:16])[CH2:12]2)=[N:4][CH:3]=1.[CH:17](=O)[CH2:18][CH3:19], predict the reaction product. The product is: [CH2:17]([NH:16][C@@H:13]1[CH2:14][CH2:15][N:11]([C:5]2[C:6]3[CH:10]=[CH:9][NH:8][C:7]=3[N:2]=[CH:3][N:4]=2)[CH2:12]1)[CH2:18][CH3:19].